From a dataset of Forward reaction prediction with 1.9M reactions from USPTO patents (1976-2016). Predict the product of the given reaction. (1) Given the reactants [CH:1]1([CH2:4][O:5][C:6]2[CH:14]=[CH:13][C:9]3[O:10][CH2:11][O:12][C:8]=3[C:7]=2[C:15]2[C:16]3[NH:23][CH:22]=[C:21]([C:24](O)=[O:25])[C:17]=3[N:18]=[CH:19][N:20]=2)[CH2:3][CH2:2]1.[C:27]([O:31][C:32]([N:34]1[CH2:39][CH2:38][CH2:37][C@@H:36]([NH2:40])[CH2:35]1)=[O:33])([CH3:30])([CH3:29])[CH3:28], predict the reaction product. The product is: [C:27]([O:31][C:32]([N:34]1[CH2:39][CH2:38][CH2:37][C@@H:36]([NH:40][C:24]([C:21]2[C:17]3[N:18]=[CH:19][N:20]=[C:15]([C:7]4[C:8]5[O:12][CH2:11][O:10][C:9]=5[CH:13]=[CH:14][C:6]=4[O:5][CH2:4][CH:1]4[CH2:3][CH2:2]4)[C:16]=3[NH:23][CH:22]=2)=[O:25])[CH2:35]1)=[O:33])([CH3:30])([CH3:28])[CH3:29]. (2) Given the reactants [P:1]([O:5][CH2:6][C@H:7]1[O:11][C@@H:10]([N:12]2[CH:19]=[C:18]([I:20])[C:16](=[O:17])[NH:15][C:13]2=[O:14])[C@H:9]([OH:21])[C@@H:8]1[OH:22])([OH:4])([OH:3])=O.[NH:23]1[CH2:28][CH2:27][O:26][CH2:25][CH2:24]1.N1C=CC=CC=1SSC1C=CC=CN=1.C1(P(C2C=CC=CC=2)C2C=CC=CC=2)C=CC=CC=1, predict the reaction product. The product is: [CH2:24]1[N:23]([P:1]([O:5][CH2:6][C@H:7]2[O:11][C@@H:10]([N:12]3[C:13](=[O:14])[NH:15][C:16](=[O:17])[C:18]([I:20])=[CH:19]3)[C@H:9]([OH:21])[C@@H:8]2[OH:22])([OH:3])=[O:4])[CH2:28][CH2:27][O:26][CH2:25]1. (3) Given the reactants [CH:1]([N:4]1[C:8]([C:9]2[CH:14]=[C:13]([N+:15]([O-:17])=[O:16])[CH:12]=[CH:11][C:10]=2[O:18][CH3:19])=[CH:7][CH:6]=[N:5]1)([CH3:3])[CH3:2].C1C(=O)N([Cl:27])C(=O)C1, predict the reaction product. The product is: [Cl:27][C:7]1[CH:6]=[N:5][N:4]([CH:1]([CH3:3])[CH3:2])[C:8]=1[C:9]1[CH:14]=[C:13]([N+:15]([O-:17])=[O:16])[CH:12]=[CH:11][C:10]=1[O:18][CH3:19]. (4) Given the reactants [O:1]1[C:5]2[CH:6]=[CH:7][CH:8]=[CH:9][C:4]=2[N:3]=[C:2]1[C:10]1[CH:15]=[CH:14][C:13]([NH2:16])=[C:12]([N+:17]([O-])=O)[CH:11]=1, predict the reaction product. The product is: [O:1]1[C:5]2[CH:6]=[CH:7][CH:8]=[CH:9][C:4]=2[N:3]=[C:2]1[C:10]1[CH:11]=[C:12]([NH2:17])[C:13]([NH2:16])=[CH:14][CH:15]=1. (5) Given the reactants [Br:1][C:2]1[CH:3]=[C:4]([C:14]([OH:16])=O)[C:5]2[CH:6]=[N:7][N:8]([CH2:11][CH2:12][CH3:13])[C:9]=2[CH:10]=1.[NH2:17][CH2:18][C:19]1[C:20](=[O:29])[NH:21][C:22]([CH3:28])=[CH:23][C:24]=1[CH2:25][CH2:26][CH3:27], predict the reaction product. The product is: [Br:1][C:2]1[CH:3]=[C:4]([C:14]([NH:17][CH2:18][C:19]2[C:20](=[O:29])[NH:21][C:22]([CH3:28])=[CH:23][C:24]=2[CH2:25][CH2:26][CH3:27])=[O:16])[C:5]2[CH:6]=[N:7][N:8]([CH2:11][CH2:12][CH3:13])[C:9]=2[CH:10]=1. (6) Given the reactants Cl.Cl.[N:3]1([C:10]2[CH:11]=[C:12]([CH2:20][CH3:21])[CH:13]=[C:14]3[C:19]=2[N:18]=[CH:17][CH:16]=[CH:15]3)[CH2:9][CH2:8][CH2:7][NH:6][CH2:5][CH2:4]1.Cl[CH2:23][C:24]1[N:25]=[C:26]([C:29]2[CH:34]=[CH:33][CH:32]=[CH:31][CH:30]=2)[S:27][CH:28]=1.C([O-])([O-])=O.[Cs+].[Cs+].CCOC(C)=O, predict the reaction product. The product is: [CH2:20]([C:12]1[CH:13]=[C:14]2[C:19](=[C:10]([N:3]3[CH2:9][CH2:8][CH2:7][N:6]([CH2:23][C:24]4[N:25]=[C:26]([C:29]5[CH:30]=[CH:31][CH:32]=[CH:33][CH:34]=5)[S:27][CH:28]=4)[CH2:5][CH2:4]3)[CH:11]=1)[N:18]=[CH:17][CH:16]=[CH:15]2)[CH3:21].